This data is from NCI-60 drug combinations with 297,098 pairs across 59 cell lines. The task is: Regression. Given two drug SMILES strings and cell line genomic features, predict the synergy score measuring deviation from expected non-interaction effect. Drug 1: CC1=C(C=C(C=C1)NC(=O)C2=CC=C(C=C2)CN3CCN(CC3)C)NC4=NC=CC(=N4)C5=CN=CC=C5. Drug 2: CC1=C(C(=CC=C1)Cl)NC(=O)C2=CN=C(S2)NC3=CC(=NC(=N3)C)N4CCN(CC4)CCO. Cell line: MOLT-4. Synergy scores: CSS=6.04, Synergy_ZIP=-2.67, Synergy_Bliss=-3.11, Synergy_Loewe=-3.86, Synergy_HSA=-2.88.